This data is from Reaction yield outcomes from USPTO patents with 853,638 reactions. The task is: Predict the reaction yield, written as a fraction of the theoretical maximum amount of product (1.0 means a 100% yield; for example, 0.34 means a 34% yield). (1) The reactants are [Cl:1][C:2]1[CH:3]=[C:4]([C@@H:12]([CH2:22][CH:23]2[CH2:27][CH2:26][CH2:25][CH2:24]2)[C:13]([NH:15][C:16]2[CH:20]=[CH:19][N:18]([CH3:21])[N:17]=2)=[O:14])[CH:5]=[CH:6][C:7]=1[S:8]([CH3:11])(=[O:10])=[O:9].C(Cl)(=O)C(Cl)=O.N1[C:39]([CH3:40])=[CH:38]C=CC=1C.C1(CN2C=CC(N)=N2)CC1. The catalyst is C(Cl)Cl. The product is [Cl:1][C:2]1[CH:3]=[C:4]([C@@H:12]([CH2:22][CH:23]2[CH2:24][CH2:25][CH2:26][CH2:27]2)[C:13]([NH:15][C:16]2[CH:20]=[CH:19][N:18]([CH2:21][CH:38]3[CH2:39][CH2:40]3)[N:17]=2)=[O:14])[CH:5]=[CH:6][C:7]=1[S:8]([CH3:11])(=[O:10])=[O:9]. The yield is 0.290. (2) The reactants are [CH2:1]([O:4][CH2:5][C:6]#[CH:7])[C:2]#[CH:3]. The catalyst is C(O)C.C1C=CC(P(C2C=CC=CC=2)C2C=CC=CC=2)=CC=1.C1C=CC(P(C2C=CC=CC=2)C2C=CC=CC=2)=CC=1.C1C=CC(P(C2C=CC=CC=2)C2C=CC=CC=2)=CC=1.[Cl-].[Rh]. The product is [CH2:1]1[C:2]2[C:6](=[CH:7][C:2]([CH2:1][OH:4])=[CH:3][CH:3]=2)[CH2:5][O:4]1. The yield is 0.600. (3) The reactants are CS(O[CH2:6][CH2:7][CH2:8][CH2:9][N:10]1[C:18](=[O:19])[C:17]2[N:16](CC=C)[C:15]([Cl:23])=[N:14][C:13]=2[N:12]([CH2:24][CH2:25][CH2:26][CH3:27])[C:11]1=[O:28])(=O)=O.C([O-])([O-])=O.[Cs+].[Cs+].[C:35]1([C:41]2[NH:45][N:44]=[N:43][N:42]=2)[CH:40]=[CH:39][CH:38]=[CH:37][CH:36]=1.N1CCOCC1. The catalyst is C1C=CC([P]([Pd]([P](C2C=CC=CC=2)(C2C=CC=CC=2)C2C=CC=CC=2)([P](C2C=CC=CC=2)(C2C=CC=CC=2)C2C=CC=CC=2)[P](C2C=CC=CC=2)(C2C=CC=CC=2)C2C=CC=CC=2)(C2C=CC=CC=2)C2C=CC=CC=2)=CC=1.CO.CN(C=O)C. The product is [CH2:24]([N:12]1[C:13]2[N:14]=[C:15]([Cl:23])[NH:16][C:17]=2[C:18](=[O:19])[N:10]([CH2:9][CH2:8][CH2:7][CH2:6][N:43]2[N:44]=[N:45][C:41]([C:35]3[CH:40]=[CH:39][CH:38]=[CH:37][CH:36]=3)=[N:42]2)[C:11]1=[O:28])[CH2:25][CH2:26][CH3:27]. The yield is 0.290. (4) The reactants are [ClH:1].C(OC([N:7]1[CH:12]2[CH2:13][CH2:14][CH2:15][CH:8]1[CH2:9][CH:10]([CH2:16][C:17]([OH:19])=[O:18])[CH2:11]2)=O)C. No catalyst specified. The product is [ClH:1].[CH:8]12[NH:7][CH:12]([CH2:13][CH2:14][CH2:15]1)[CH2:11][CH:10]([CH2:16][C:17]([OH:19])=[O:18])[CH2:9]2. The yield is 0.950. (5) The reactants are C([SiH](CC)CC)C.[Br:8][CH2:9][C:10]([C:12]1[CH:17]=[CH:16][C:15]([NH:18][C:19](=[O:21])[CH3:20])=[C:14]([F:22])[CH:13]=1)=O. The catalyst is FC(F)(F)C(O)=O. The product is [Br:8][CH2:9][CH2:10][C:12]1[CH:17]=[CH:16][C:15]([NH:18][C:19](=[O:21])[CH3:20])=[C:14]([F:22])[CH:13]=1. The yield is 0.560.